This data is from Human liver microsome stability data. The task is: Regression/Classification. Given a drug SMILES string, predict its absorption, distribution, metabolism, or excretion properties. Task type varies by dataset: regression for continuous measurements (e.g., permeability, clearance, half-life) or binary classification for categorical outcomes (e.g., BBB penetration, CYP inhibition). Dataset: hlm. (1) The compound is CNc1nc(NCCCN(C)C)c2sc(-c3ccc(N4CCNCC4)cc3)cc2n1. The result is 0 (unstable in human liver microsomes). (2) The compound is COc1cc(CN2C(=O)C(C3=NS(=O)(=O)c4cc(NS(C)(=O)=O)ccc4N3)=C(O)[C@@H]3[C@H]4CC[C@H](C4)[C@@H]32)ccc1F. The result is 0 (unstable in human liver microsomes). (3) The drug is CNS(=O)(=O)c1ccc(CNC(=O)c2ccc(OCCC(F)(F)F)nc2)c(Cl)c1. The result is 0 (unstable in human liver microsomes). (4) The drug is CNC1(c2ccc(N3CCc4c(C(F)(F)F)nn(-c5ccc(OC)cc5)c4C3=O)cc2)CC1. The result is 0 (unstable in human liver microsomes). (5) The drug is CC(C)(C)CC[C@]1(C)CN(C2CCCCC2)C(=O)C(C2=NS(=O)(=O)c3cc(NS(C)(=O)=O)ccc3N2)=C1O. The result is 0 (unstable in human liver microsomes). (6) The compound is Cc1cc(S(=O)(=O)Nc2cccc(CO)c2C)ccc1-c1ccc(F)cc1F. The result is 1 (stable in human liver microsomes).